Dataset: Full USPTO retrosynthesis dataset with 1.9M reactions from patents (1976-2016). Task: Predict the reactants needed to synthesize the given product. (1) Given the product [F:42][C:37]1[CH:38]=[CH:39][CH:40]=[CH:41][C:36]=1[CH:34]([OH:35])[CH2:33][O:14][C:15]1[CH:16]=[C:17]([CH:21]=[CH:22][C:23]=1[O:24][CH3:25])[C:18]([NH:1][C:2]1([C:11]([OH:13])=[O:12])[CH2:3][C:4]2[C:9](=[CH:8][CH:7]=[CH:6][CH:5]=2)[CH2:10]1)=[O:20], predict the reactants needed to synthesize it. The reactants are: [NH2:1][C:2]1([C:11]([OH:13])=[O:12])[CH2:10][C:9]2[C:4](=[CH:5][CH:6]=[CH:7][CH:8]=2)[CH2:3]1.[OH:14][C:15]1[CH:16]=[C:17]([CH:21]=[CH:22][C:23]=1[O:24][CH3:25])[C:18]([OH:20])=O.N1CCCCC1.Br[CH2:33][C:34]([C:36]1[CH:41]=[CH:40][CH:39]=[CH:38][C:37]=1[F:42])=[O:35].N12CCCN=C1CCCCC2.C(O)(C(F)(F)F)=O. (2) Given the product [CH3:31][O:30][C:23]1[CH:24]=[C:25]([O:28][CH3:29])[CH:26]=[CH:27][C:22]=1[CH2:21][N:12]([CH2:11][C:10]1[C:6]([C:4]([OH:5])=[O:3])=[N:7][N:8]([CH:32]2[CH2:37][CH2:36][CH2:35][CH2:34][O:33]2)[CH:9]=1)[C:13]([N:15]1[CH2:16][CH2:17][O:18][CH2:19][CH2:20]1)=[O:14], predict the reactants needed to synthesize it. The reactants are: C([O:3][C:4]([C:6]1[C:10]([CH2:11][N:12]([CH2:21][C:22]2[CH:27]=[CH:26][C:25]([O:28][CH3:29])=[CH:24][C:23]=2[O:30][CH3:31])[C:13]([N:15]2[CH2:20][CH2:19][O:18][CH2:17][CH2:16]2)=[O:14])=[CH:9][N:8]([CH:32]2[CH2:37][CH2:36][CH2:35][CH2:34][O:33]2)[N:7]=1)=[O:5])C.O1CCCCC1N1C=CC(C(O)=O)=N1. (3) Given the product [NH2:1][C:4]1[CH:5]=[CH:6][CH:7]=[C:8]2[C:12]=1[C:11](=[O:13])[N:10]([C:14]1[CH:19]=[CH:18][CH:17]=[C:16]([C:20]([F:23])([F:21])[F:22])[CH:15]=1)[CH2:9]2, predict the reactants needed to synthesize it. The reactants are: [N+:1]([C:4]1[CH:5]=[CH:6][CH:7]=[C:8]2[C:12]=1[C:11](=[O:13])[N:10]([C:14]1[CH:19]=[CH:18][CH:17]=[C:16]([C:20]([F:23])([F:22])[F:21])[CH:15]=1)[CH2:9]2)([O-])=O.[H][H].